From a dataset of Forward reaction prediction with 1.9M reactions from USPTO patents (1976-2016). Predict the product of the given reaction. (1) Given the reactants Cl[C:2]1[N:3]=[C:4]([N:22]2[CH2:27][CH2:26][O:25][CH2:24][CH2:23]2)[C:5]2[S:10][C:9]([CH2:11][N:12]3[CH2:17][CH2:16][N:15]([S:18]([CH3:21])(=[O:20])=[O:19])[CH2:14][CH2:13]3)=[CH:8][C:6]=2[N:7]=1.[CH3:28][O:29][C:30]1[CH:35]=[CH:34][N:33]=[CH:32][C:31]=1B(O)O, predict the reaction product. The product is: [CH3:28][O:29][C:30]1[CH:35]=[CH:34][N:33]=[CH:32][C:31]=1[C:2]1[N:3]=[C:4]([N:22]2[CH2:27][CH2:26][O:25][CH2:24][CH2:23]2)[C:5]2[S:10][C:9]([CH2:11][N:12]3[CH2:17][CH2:16][N:15]([S:18]([CH3:21])(=[O:20])=[O:19])[CH2:14][CH2:13]3)=[CH:8][C:6]=2[N:7]=1. (2) Given the reactants [CH3:1][S:2]([O:5][C:6]1[CH:11]=[CH:10][C:9]([NH2:12])=[C:8]([NH:13][CH:14]2[CH2:19][CH2:18][CH2:17][CH2:16][CH2:15]2)[N:7]=1)(=[O:4])=[O:3].C1N=CN([C:25](N2C=NC=C2)=[O:26])C=1, predict the reaction product. The product is: [CH3:1][S:2]([O:5][C:6]1[N:7]=[C:8]2[N:13]([CH:14]3[CH2:15][CH2:16][CH2:17][CH2:18][CH2:19]3)[C:25]([OH:26])=[N:12][C:9]2=[CH:10][CH:11]=1)(=[O:3])=[O:4]. (3) The product is: [NH2:20][C:21]1[S:22][C:23]([C:29]2[CH:34]=[CH:33][CH:32]=[C:31]([F:35])[CH:30]=2)=[C:24]([C:26]([N:3]2[CH2:4][C@H:5]3[C@H:1]([CH2:6]3)[C@H:2]2[CH2:7][NH:8][C:9]([C:11]2[N:18]3[C:14]([S:15][CH:16]=[CH:17]3)=[N:13][C:12]=2[CH3:19])=[O:10])=[O:27])[N:25]=1. Given the reactants [C@H:1]12[CH2:6][C@H:5]1[CH2:4][NH:3][C@@H:2]2[CH2:7][NH:8][C:9]([C:11]1[N:18]2[C:14]([S:15][CH:16]=[CH:17]2)=[N:13][C:12]=1[CH3:19])=[O:10].[NH2:20][C:21]1[S:22][C:23]([C:29]2[CH:34]=[CH:33][CH:32]=[C:31]([F:35])[CH:30]=2)=[C:24]([C:26](O)=[O:27])[N:25]=1, predict the reaction product. (4) Given the reactants N#N.[CH2:3]([O:10][C:11]1[CH:12]=[C:13]([CH:18]=[C:19]([OH:21])[CH:20]=1)[C:14]([O:16][CH3:17])=[O:15])[C:4]1[CH:9]=[CH:8][CH:7]=[CH:6][CH:5]=1.C(=O)([O-])[O-].[K+].[K+].F[C:29]1[CH:36]=[CH:35][C:32]([CH:33]=[O:34])=[CH:31][CH:30]=1, predict the reaction product. The product is: [CH2:3]([O:10][C:11]1[CH:12]=[C:13]([CH:18]=[C:19]([O:21][C:29]2[CH:36]=[CH:35][C:32]([CH:33]=[O:34])=[CH:31][CH:30]=2)[CH:20]=1)[C:14]([O:16][CH3:17])=[O:15])[C:4]1[CH:5]=[CH:6][CH:7]=[CH:8][CH:9]=1. (5) Given the reactants [CH:1]1([NH:4][C:5]([NH:7][C:8]2[CH:13]=[CH:12][C:11]([O:14][C:15]3[CH:20]=[CH:19][N:18]=[C:17]4[CH:21]=[C:22]([C:24]5[CH:29]=[CH:28][C:27]([CH2:30]O)=[CH:26][N:25]=5)[S:23][C:16]=34)=[C:10]([F:32])[CH:9]=2)=[O:6])[CH2:3][CH2:2]1.O=S(Cl)[Cl:35], predict the reaction product. The product is: [Cl:35][CH2:30][C:27]1[CH:28]=[CH:29][C:24]([C:22]2[S:23][C:16]3[C:17](=[N:18][CH:19]=[CH:20][C:15]=3[O:14][C:11]3[CH:12]=[CH:13][C:8]([NH:7][C:5]([NH:4][CH:1]4[CH2:3][CH2:2]4)=[O:6])=[CH:9][C:10]=3[F:32])[CH:21]=2)=[N:25][CH:26]=1. (6) Given the reactants [Cl:1][C:2]1[CH:30]=[CH:29][C:5]([C:6]([NH:8][C:9]2[N:13]([CH2:14][CH:15]3[CH2:19][CH2:18][CH2:17][N:16]3[C:20](=[O:24])[CH2:21][C:22]#[N:23])[C:12]3[CH:25]=[CH:26][CH:27]=[CH:28][C:11]=3[N:10]=2)=[O:7])=[CH:4][CH:3]=1.C(O)(=O)C.N1CCCCC1.[CH:41](=O)[CH:42]([CH3:44])[CH3:43].O, predict the reaction product. The product is: [Cl:1][C:2]1[CH:3]=[CH:4][C:5]([C:6]([NH:8][C:9]2[N:13]([CH2:14][CH:15]3[CH2:19][CH2:18][CH2:17][N:16]3[C:20](=[O:24])[C:21]([C:22]#[N:23])=[CH:41][CH:42]([CH3:44])[CH3:43])[C:12]3[CH:25]=[CH:26][CH:27]=[CH:28][C:11]=3[N:10]=2)=[O:7])=[CH:29][CH:30]=1. (7) Given the reactants [F:1][C:2]([F:18])([C:8]1[CH:13]=[CH:12][C:11]([C:14]([F:17])([F:16])[F:15])=[CH:10][N:9]=1)[C:3](OCC)=[O:4].[BH4-].[Na+], predict the reaction product. The product is: [F:18][C:2]([F:1])([C:8]1[CH:13]=[CH:12][C:11]([C:14]([F:15])([F:16])[F:17])=[CH:10][N:9]=1)[CH2:3][OH:4]. (8) Given the reactants [O:1]1[C:6]2[CH:7]=[CH:8][C:9]([C:11]([C:13]3[CH:22]=[CH:21][C:16]4[O:17][CH2:18][CH2:19][O:20][C:15]=4[CH:14]=3)=O)=[CH:10][C:5]=2[O:4][CH2:3][CH2:2]1.C(OP([CH2:31][C:32]#[N:33])(=O)OCC)C.C[Si]([N-][Si](C)(C)C)(C)C.[Li+].O1C2C=CC(C(C3C=C(OC)C=C(OC)C=3)=CC#N)=CC=2OCC1, predict the reaction product. The product is: [O:1]1[C:6]2[CH:7]=[CH:8][C:9]([C:11]([C:13]3[CH:22]=[CH:21][C:16]4[O:17][CH2:18][CH2:19][O:20][C:15]=4[CH:14]=3)=[CH:31][C:32]#[N:33])=[CH:10][C:5]=2[O:4][CH2:3][CH2:2]1. (9) The product is: [F:32][C:33]([F:52])([F:51])[S:34]([O:24][C:18]1[C:19]([N+:21]([O-:23])=[O:22])=[CH:20][C:10]2[O:9][C:8]([C:5]3[CH:4]=[CH:3][C:2]([F:1])=[CH:7][CH:6]=3)=[C:12]([C:13](=[O:14])[NH:15][CH3:16])[C:11]=2[CH:17]=1)(=[O:36])=[O:35]. Given the reactants [F:1][C:2]1[CH:7]=[CH:6][C:5]([C:8]2[O:9][C:10]3[CH:20]=[C:19]([N+:21]([O-:23])=[O:22])[C:18]([OH:24])=[CH:17][C:11]=3[C:12]=2[C:13]([NH:15][CH3:16])=[O:14])=[CH:4][CH:3]=1.C(N(CC)CC)C.[F:32][C:33]([F:52])([F:51])[S:34](N(C1C=CC=CC=1)[S:34]([C:33]([F:52])([F:51])[F:32])(=[O:36])=[O:35])(=[O:36])=[O:35], predict the reaction product. (10) Given the reactants [CH2:1](I)[CH3:2].[CH:4]1([N:16]2[CH2:21][CH:20]=[C:19]([C:22]3[C:30]4[C:25](=[CH:26][C:27]([F:31])=[CH:28][CH:29]=4)[NH:24][CH:23]=3)[CH2:18][CH2:17]2)[C:14]2=[C:15]3[C:10](=[CH:11][CH:12]=[CH:13]2)[CH:9]=[CH:8][CH:7]=[C:6]3[CH2:5]1, predict the reaction product. The product is: [CH:4]1([N:16]2[CH2:17][CH:18]=[C:19]([C:22]3[C:30]4[C:25](=[CH:26][C:27]([F:31])=[CH:28][CH:29]=4)[N:24]([CH2:1][CH3:2])[CH:23]=3)[CH2:20][CH2:21]2)[C:14]2=[C:15]3[C:10](=[CH:11][CH:12]=[CH:13]2)[CH:9]=[CH:8][CH:7]=[C:6]3[CH2:5]1.